Dataset: Full USPTO retrosynthesis dataset with 1.9M reactions from patents (1976-2016). Task: Predict the reactants needed to synthesize the given product. Given the product [Br:1][C:2]1[CH:3]=[C:4]([CH:9]=[C:10]([OH:12])[CH:11]=1)[C:5]([NH:14][NH2:15])=[O:6], predict the reactants needed to synthesize it. The reactants are: [Br:1][C:2]1[CH:3]=[C:4]([CH:9]=[C:10]([OH:12])[CH:11]=1)[C:5](OC)=[O:6].O.[NH2:14][NH2:15].